From a dataset of HIV replication inhibition screening data with 41,000+ compounds from the AIDS Antiviral Screen. Binary Classification. Given a drug SMILES string, predict its activity (active/inactive) in a high-throughput screening assay against a specified biological target. (1) The molecule is O=C1CCC2(c3ccc(Cl)cc3)SCCN12. The result is 0 (inactive). (2) The drug is CCCCCCCCCC=C(c1cc(Cl)c(OC)c(C(=O)O)c1)c1cc(Cl)c(OC)c(C(=O)O)c1.N. The result is 1 (active). (3) The result is 0 (inactive). The compound is Cc1csc2nc(-c3ccco3)nn12. (4) The drug is CCN(CC)C(=O)Cn1c(C)cc2ccccc21. The result is 0 (inactive). (5) The compound is COC(=O)C1(C)NCCc2c1[nH]c1ccccc21. The result is 0 (inactive).